This data is from Catalyst prediction with 721,799 reactions and 888 catalyst types from USPTO. The task is: Predict which catalyst facilitates the given reaction. Reactant: [F:1][C:2]1[C:7]([F:8])=[CH:6][CH:5]=[CH:4][C:3]=1[CH2:9][S:10][C:11]1[N:16]=[C:15]([NH2:17])[CH:14]=[C:13]([NH2:18])[N:12]=1.[N:19]([O-])=[O:20].[Na+]. Product: [F:1][C:2]1[C:7]([F:8])=[CH:6][CH:5]=[CH:4][C:3]=1[CH2:9][S:10][C:11]1[N:12]=[C:13]([NH2:18])[C:14]([N:19]=[O:20])=[C:15]([NH2:17])[N:16]=1. The catalyst class is: 86.